This data is from Full USPTO retrosynthesis dataset with 1.9M reactions from patents (1976-2016). The task is: Predict the reactants needed to synthesize the given product. Given the product [CH3:16][O:15][C:11]1[CH:12]=[CH:13][CH:14]=[C:3]([O:2][CH3:1])[C:4]=1[O:5][CH2:6][C@H:7]([O:10][S:30]([CH3:17])(=[O:33])=[O:29])[CH2:8][O:9][S:25]([CH3:24])(=[O:27])=[O:26], predict the reactants needed to synthesize it. The reactants are: [CH3:1][O:2][C:3]1[CH:14]=[CH:13][CH:12]=[C:11]([O:15][CH3:16])[C:4]=1[O:5][CH2:6][C@H:7]([OH:10])[CH2:8][OH:9].[CH2:17](N(CC)CC)C.[CH3:24][S:25](Cl)(=[O:27])=[O:26].[OH:29][S:30]([O-:33])(=O)=O.[Na+].